This data is from Catalyst prediction with 721,799 reactions and 888 catalyst types from USPTO. The task is: Predict which catalyst facilitates the given reaction. Reactant: C([Sn](CCCC)(OCC(CC)CC)[O:6][Sn:7]([CH2:19][CH2:20][CH2:21][CH3:22])([CH2:15][CH2:16][CH2:17][CH3:18])[O:8][CH2:9][CH:10]([CH2:13][CH3:14])[CH2:11][CH3:12])CCC. Product: [CH2:19]([Sn:7]([CH2:15][CH2:16][CH2:17][CH3:18])([O:6][CH2:9][CH:10]([CH2:13][CH3:14])[CH2:11][CH3:12])[O:8][CH2:9][CH:10]([CH2:11][CH3:12])[CH2:13][CH3:14])[CH2:20][CH2:21][CH3:22]. The catalyst class is: 6.